This data is from Full USPTO retrosynthesis dataset with 1.9M reactions from patents (1976-2016). The task is: Predict the reactants needed to synthesize the given product. (1) Given the product [OH:9][CH:6]1[CH2:7][CH2:8][C:3]([NH:2][C:18](=[O:19])[O:17][C:14]([CH3:16])([CH3:15])[CH3:13])([CH3:10])[CH2:4][CH2:5]1, predict the reactants needed to synthesize it. The reactants are: Cl.[NH2:2][C:3]1([CH3:10])[CH2:8][CH2:7][CH:6]([OH:9])[CH2:5][CH2:4]1.[OH-].[Na+].[CH3:13][C:14]([O:17][C:18](O[C:18]([O:17][C:14]([CH3:16])([CH3:15])[CH3:13])=[O:19])=[O:19])([CH3:16])[CH3:15]. (2) The reactants are: Cl[C:2]1[C:7]([C:8]#[N:9])=[C:6]([NH:10][CH2:11][CH2:12][OH:13])[N:5]=[C:4]([NH:14][CH:15]2[CH2:17][CH2:16]2)[N:3]=1.[F:18][C:19]1[CH:24]=[CH:23][C:22]([N:25]2[CH2:30][CH2:29][NH:28][CH2:27][CH2:26]2)=[CH:21][CH:20]=1.C(N(C(C)C)C(C)C)C. Given the product [CH:15]1([NH:14][C:4]2[N:3]=[C:2]([N:28]3[CH2:27][CH2:26][N:25]([C:22]4[CH:21]=[CH:20][C:19]([F:18])=[CH:24][CH:23]=4)[CH2:30][CH2:29]3)[C:7]([C:8]#[N:9])=[C:6]([NH:10][CH2:11][CH2:12][OH:13])[N:5]=2)[CH2:17][CH2:16]1, predict the reactants needed to synthesize it. (3) Given the product [F:3][C:4]1[S:8][C:7]([C:9]2[N:10]=[C:11]([N:18]3[C:26]4[C:21](=[CH:22][C:23]([CH2:27][C:28]([OH:30])=[O:29])=[CH:24][CH:25]=4)[CH2:20][CH2:19]3)[C:12]3[CH2:17][S:16][CH2:15][C:13]=3[N:14]=2)=[CH:6][CH:5]=1, predict the reactants needed to synthesize it. The reactants are: [OH-].[Na+].[F:3][C:4]1[S:8][C:7]([C:9]2[N:10]=[C:11]([N:18]3[C:26]4[C:21](=[CH:22][C:23]([CH2:27][C:28]([O:30]C)=[O:29])=[CH:24][CH:25]=4)[CH2:20][CH2:19]3)[C:12]3[CH2:17][S:16][CH2:15][C:13]=3[N:14]=2)=[CH:6][CH:5]=1.O.Cl. (4) Given the product [CH3:23][N:22]([CH3:24])[C:20]([C:19]1[CH:25]=[CH:26][C:27]([O:1][C:2]2[C:7]3[CH:8]=[C:9]([CH3:11])[O:10][C:6]=3[CH:5]=[C:4]([C:12]([NH:30][C:31]3[CH:36]=[CH:35][C:34]([CH3:37])=[CH:33][N:32]=3)=[O:14])[CH:3]=2)=[CH:28][C:18]=1[F:17])=[O:21], predict the reactants needed to synthesize it. The reactants are: [OH:1][C:2]1[C:7]2[CH:8]=[C:9]([CH3:11])[O:10][C:6]=2[CH:5]=[C:4]([C:12]([O:14]CC)=O)[CH:3]=1.[F:17][C:18]1[CH:28]=[C:27](F)[CH:26]=[CH:25][C:19]=1[C:20]([N:22]([CH3:24])[CH3:23])=[O:21].[NH2:30][C:31]1[CH:36]=[CH:35][C:34]([CH3:37])=[CH:33][N:32]=1. (5) Given the product [Cl:15][C:16]1[N:20]([CH3:21])[N:19]=[C:18]([CH:22]([F:24])[F:23])[C:17]=1[C:25](=[S:2])[NH:27][C:28]1[C:37]2[CH2:36][CH2:35][C:34]([CH3:39])([CH3:38])[CH2:33][C:32]=2[CH:31]=[CH:30][CH:29]=1, predict the reactants needed to synthesize it. The reactants are: P12(SP3(SP(SP(S3)(S1)=S)(=S)S2)=S)=[S:2].[Cl:15][C:16]1[N:20]([CH3:21])[N:19]=[C:18]([CH:22]([F:24])[F:23])[C:17]=1[C:25]([NH:27][C:28]1[C:37]2[CH2:36][CH2:35][C:34]([CH3:39])([CH3:38])[CH2:33][C:32]=2[CH:31]=[CH:30][CH:29]=1)=O. (6) Given the product [CH3:1][O:2][C:3](=[O:37])[C:4]1[CH:9]=[CH:8][C:7]([C:10]([C:17]2[NH:26][C:20]3=[N:21][CH:22]=[C:23]([F:25])[CH:24]=[C:19]3[CH:18]=2)=[CH:11][CH:12]2[CH2:13][CH2:14][CH2:15][CH2:16]2)=[CH:6][C:5]=1[F:36], predict the reactants needed to synthesize it. The reactants are: [CH3:1][O:2][C:3](=[O:37])[C:4]1[CH:9]=[CH:8][C:7]([C:10]([C:17]2[N:26](S(C3C=CC=CC=3)(=O)=O)[C:20]3=[N:21][CH:22]=[C:23]([F:25])[CH:24]=[C:19]3[CH:18]=2)=[CH:11][CH:12]2[CH2:16][CH2:15][CH2:14][CH2:13]2)=[CH:6][C:5]=1[F:36].[F-].C([N+](CCCC)(CCCC)CCCC)CCC. (7) Given the product [Si:14]([O:21][C:22]1[CH:23]=[CH:24][CH:25]=[C:26]2[C:31]=1[N:30]=[C:29](/[CH:32]=[N:2]/[NH:1][C:3]1[CH:8]=[C:7]([O:9][CH2:10][CH2:11][O:12][CH3:13])[CH:6]=[CH:5][N:4]=1)[CH:28]=[CH:27]2)([C:17]([CH3:20])([CH3:19])[CH3:18])([CH3:15])[CH3:16], predict the reactants needed to synthesize it. The reactants are: [NH:1]([C:3]1[CH:8]=[C:7]([O:9][CH2:10][CH2:11][O:12][CH3:13])[CH:6]=[CH:5][N:4]=1)[NH2:2].[Si:14]([O:21][C:22]1[CH:23]=[CH:24][CH:25]=[C:26]2[C:31]=1[N:30]=[C:29]([CH:32]=O)[CH:28]=[CH:27]2)([C:17]([CH3:20])([CH3:19])[CH3:18])([CH3:16])[CH3:15]. (8) Given the product [Br:15][C:11]1[CH:10]=[N:9][C:8]2=[N:7][N:6]([CH2:5][C:2]([NH:1][C:23](=[S:24])[C:22]3[CH:21]=[CH:20][C:19]([C:18]([F:17])([F:28])[F:29])=[CH:27][CH:26]=3)([C:3]#[N:4])[CH3:16])[CH:14]=[C:13]2[CH:12]=1, predict the reactants needed to synthesize it. The reactants are: [NH2:1][C:2]([CH3:16])([CH2:5][N:6]1[CH:14]=[C:13]2[C:8]([N:9]=[CH:10][C:11]([Br:15])=[CH:12]2)=[N:7]1)[C:3]#[N:4].[F:17][C:18]([F:29])([F:28])[C:19]1[CH:27]=[CH:26][C:22]([C:23](Cl)=[S:24])=[CH:21][CH:20]=1. (9) Given the product [CH:16]1([N:13]2[CH2:14][CH2:15][N:10]([C:7]3[CH:6]=[CH:5][C:4]([N+:1]([O-:3])=[O:2])=[CH:9][CH:8]=3)[CH2:11][CH2:12]2)[CH2:21][CH2:20][CH2:19][CH2:18][CH2:17]1, predict the reactants needed to synthesize it. The reactants are: [N+:1]([C:4]1[CH:9]=[CH:8][C:7]([N:10]2[CH2:15][CH2:14][NH:13][CH2:12][CH2:11]2)=[CH:6][CH:5]=1)([O-:3])=[O:2].[C:16]1(=O)[CH2:21][CH2:20][CH2:19][CH2:18][CH2:17]1.